Dataset: Forward reaction prediction with 1.9M reactions from USPTO patents (1976-2016). Task: Predict the product of the given reaction. (1) Given the reactants [CH3:1][C:2]1[N:6]=[C:5]([C:7]2[C:8]3[CH2:15][CH2:14][CH2:13][C:9]=3[S:10][C:11]=2[NH2:12])[O:4][N:3]=1.[C:16]12[C:24](=[O:25])[O:23][C:21](=[O:22])[C:17]=1[CH2:18][CH2:19][CH2:20]2, predict the reaction product. The product is: [CH3:1][C:2]1[N:6]=[C:5]([C:7]2[C:8]3[CH2:15][CH2:14][CH2:13][C:9]=3[S:10][C:11]=2[NH:12][C:24]([C:16]2[CH2:20][CH2:19][CH2:18][C:17]=2[C:21]([OH:23])=[O:22])=[O:25])[O:4][N:3]=1. (2) Given the reactants [O:1]1[CH:5]=[CH:4][N:3]=[C:2]1[CH:6]([CH:8]1[CH2:17][CH2:16][C:15]2[C:10](=[CH:11][CH:12]=[C:13]([O:18][C:19]3[CH:24]=[CH:23][CH:22]=[CH:21][CH:20]=3)[CH:14]=2)[CH2:9]1)[OH:7].[CH3:25][C:26]([Si:29](Cl)([CH3:31])[CH3:30])([CH3:28])[CH3:27].N1C=CN=C1, predict the reaction product. The product is: [Si:29]([O:7][CH:6]([CH:8]1[CH2:17][CH2:16][C:15]2[C:10](=[CH:11][CH:12]=[C:13]([O:18][C:19]3[CH:20]=[CH:21][CH:22]=[CH:23][CH:24]=3)[CH:14]=2)[CH2:9]1)[C:2]1[O:1][CH:5]=[CH:4][N:3]=1)([C:26]([CH3:28])([CH3:27])[CH3:25])([CH3:31])[CH3:30]. (3) Given the reactants Br[C:2]1[CH:3]=[C:4]2[C:8](=C[CH:10]=1)[N:7]([CH2:11][O:12][C:13](=[O:18])[C:14]([CH3:17])([CH3:16])[CH3:15])[N:6]=[C:5]2[C:19]1[CH:24]=[CH:23][CH:22]=[CH:21][C:20]=1[O:25][CH3:26].B1(B2[O:31][C:30]([CH3:33])([CH3:32])[C:29]([CH3:35])([CH3:34])[O:28]2)[O:31][C:30]([CH3:33])([CH3:32])[C:29]([CH3:35])([CH3:34])[O:28]1.C([O-])(=O)C.[Na+].[CH3:50][N:51](C=O)C, predict the reaction product. The product is: [CH3:26][O:25][C:20]1[CH:21]=[CH:22][CH:23]=[CH:24][C:19]=1[C:5]1[C:4]2[C:8](=[N:51][CH:50]=[C:2]([CH:10]3[O:31][C:30]([CH3:33])([CH3:32])[C:29]([CH3:35])([CH3:34])[O:28]3)[CH:3]=2)[N:7]([CH2:11][O:12][C:13](=[O:18])[C:14]([CH3:17])([CH3:15])[CH3:16])[N:6]=1. (4) Given the reactants [C:1]([NH:4][C:5]1[S:6][C:7]([C:11]2[N:12]=[C:13]([C:16](NCC3CCCO3)=O)[S:14][CH:15]=2)=[C:8]([CH3:10])[N:9]=1)(=[O:3])C.[C:25]([O:29][C:30](=[O:33])[CH2:31][NH2:32])([CH3:28])([CH3:27])[CH3:26].[CH2:34]([N:36](CC)CC)C, predict the reaction product. The product is: [C:34]([CH2:16][C:13]1[S:14][CH:15]=[C:11]([C:7]2[S:6][C:5]([NH:4][C:1]([NH:32][CH2:31][C:30]([O:29][C:25]([CH3:28])([CH3:27])[CH3:26])=[O:33])=[O:3])=[N:9][C:8]=2[CH3:10])[N:12]=1)#[N:36]. (5) Given the reactants C(N(CC)CC)C.[NH2:8][C:9]1[N:17]=[C:16]([CH3:18])[CH:15]=[CH:14][C:10]=1[C:11]([OH:13])=O.[F:19][C:20]([F:38])([F:37])[O:21][C:22]1[CH:23]=[C:24]([O:28][C:29]2[CH:30]=[C:31]([CH:34]=[CH:35][CH:36]=2)[CH2:32][NH2:33])[CH:25]=[CH:26][CH:27]=1.CN([P+](ON1N=NC2C=CC=CC1=2)(N(C)C)N(C)C)C.F[P-](F)(F)(F)(F)F, predict the reaction product. The product is: [F:19][C:20]([F:37])([F:38])[O:21][C:22]1[CH:23]=[C:24]([O:28][C:29]2[CH:30]=[C:31]([CH2:32][NH:33][C:11](=[O:13])[C:10]3[CH:14]=[CH:15][C:16]([CH3:18])=[N:17][C:9]=3[NH2:8])[CH:34]=[CH:35][CH:36]=2)[CH:25]=[CH:26][CH:27]=1. (6) Given the reactants [OH:1][CH2:2][CH2:3][O:4][C:5](=[O:17])[CH2:6][O:7][C:8]1[CH:13]=[CH:12][C:11]([N+:14]([O-:16])=[O:15])=[CH:10][CH:9]=1.[N+:18]([C:21]1[CH:32]=[CH:31][C:24]([O:25][CH:26]([CH3:30])[C:27](O)=[O:28])=[CH:23][CH:22]=1)([O-:20])=[O:19].C1(N=C=NC2CCCCC2)CCCCC1, predict the reaction product. The product is: [N+:14]([C:11]1[CH:12]=[CH:13][C:8]([O:7][CH2:6][C:5]([O:4][CH2:3][CH2:2][O:1][C:27](=[O:28])[CH:26]([O:25][C:24]2[CH:23]=[CH:22][C:21]([N+:18]([O-:20])=[O:19])=[CH:32][CH:31]=2)[CH3:30])=[O:17])=[CH:9][CH:10]=1)([O-:16])=[O:15]. (7) Given the reactants C[O:2][C:3](=[O:39])[C@@H:4]([NH:9][C:10]([C:12]1[N:13]=[C:14]([CH2:33][CH:34]2[CH2:38][CH2:37][CH2:36][CH2:35]2)[C:15]2[C:20]([CH:21]=1)=[C:19]([O:22][C:23]1[CH:28]=[CH:27][C:26]([C:29]([CH3:32])([CH3:31])[CH3:30])=[CH:25][CH:24]=1)[CH:18]=[CH:17][CH:16]=2)=[O:11])[C:5]([CH3:8])([CH3:7])[CH3:6].[Li+].[OH-], predict the reaction product. The product is: [C:29]([C:26]1[CH:27]=[CH:28][C:23]([O:22][C:19]2[CH:18]=[CH:17][CH:16]=[C:15]3[C:20]=2[CH:21]=[C:12]([C:10]([NH:9][C@@H:4]([C:5]([CH3:8])([CH3:7])[CH3:6])[C:3]([OH:39])=[O:2])=[O:11])[N:13]=[C:14]3[CH2:33][CH:34]2[CH2:38][CH2:37][CH2:36][CH2:35]2)=[CH:24][CH:25]=1)([CH3:32])([CH3:30])[CH3:31].